Task: Predict the reaction yield, written as a fraction of the theoretical maximum amount of product (1.0 means a 100% yield; for example, 0.34 means a 34% yield).. Dataset: Reaction yield outcomes from USPTO patents with 853,638 reactions (1) The reactants are [O:1]=[C:2]1[NH:8][C:7]2[CH:9]=[CH:10][CH:11]=[CH:12][C:6]=2[O:5][C@H:4]([C:13]2[CH:18]=[CH:17][CH:16]=[CH:15][CH:14]=2)[C@@H:3]1[NH:19][C:20](=[O:26])[O:21][C:22]([CH3:25])([CH3:24])[CH3:23].[CH2:27](Br)[C:28]#[CH:29].C(=O)([O-])[O-].[Cs+].[Cs+]. The catalyst is CN(C=O)C.O. The product is [O:1]=[C:2]1[N:8]([CH2:29][C:28]#[CH:27])[C:7]2[CH:9]=[CH:10][CH:11]=[CH:12][C:6]=2[O:5][C@H:4]([C:13]2[CH:18]=[CH:17][CH:16]=[CH:15][CH:14]=2)[C@@H:3]1[NH:19][C:20](=[O:26])[O:21][C:22]([CH3:23])([CH3:25])[CH3:24]. The yield is 0.800. (2) The reactants are [CH3:1][C:2]([CH3:33])([CH3:32])/[CH:3]=[CH:4]/[C@H:5]1[O:10]C(C)(C)[O:8][C@@H:7]([C@@H:13]([O:29][CH3:30])[C:14]([NH:16][CH:17]2[C:23](=[O:24])[NH:22][C:21]3[CH:25]=[CH:26][CH:27]=[CH:28][C:20]=3[S:19][CH2:18]2)=[O:15])[C@H:6]1[OH:31].Cl.[OH-].[Na+]. The catalyst is C1COCC1. The product is [O:24]=[C:23]1[NH:22][C:21]2[CH:25]=[CH:26][CH:27]=[CH:28][C:20]=2[S:19][CH2:18][CH:17]1[NH:16][C:14](=[O:15])[C@H:13]([O:29][CH3:30])[C@H:7]([OH:8])[C@@H:6]([OH:31])[C@H:5]([OH:10])/[CH:4]=[CH:3]/[C:2]([CH3:33])([CH3:1])[CH3:32]. The yield is 0.270.